Predict the reaction yield, written as a fraction of the theoretical maximum amount of product (1.0 means a 100% yield; for example, 0.34 means a 34% yield). From a dataset of Reaction yield outcomes from USPTO patents with 853,638 reactions. (1) The reactants are [CH3:1][C@H:2]1[N:15]2[C:6]([CH2:7][O:8][C:9]3[C:14]2=[CH:13][C:12](B2OC(C)(C)C(C)(C)O2)=[CH:11][CH:10]=3)=[N:5][NH:4][C:3]1=[O:25].[C:26]([O:30][C:31]([N:33]1[CH2:36][C:35]([CH3:47])([C:37](OS(C(F)(F)F)(=O)=O)=[CH2:38])[CH2:34]1)=[O:32])([CH3:29])([CH3:28])[CH3:27].C([O-])([O-])=O.[Na+].[Na+]. The catalyst is O1CCOCC1.O.C1C=CC([P]([Pd]([P](C2C=CC=CC=2)(C2C=CC=CC=2)C2C=CC=CC=2)([P](C2C=CC=CC=2)(C2C=CC=CC=2)C2C=CC=CC=2)[P](C2C=CC=CC=2)(C2C=CC=CC=2)C2C=CC=CC=2)(C2C=CC=CC=2)C2C=CC=CC=2)=CC=1. The product is [C:26]([O:30][C:31]([N:33]1[CH2:36][C:35]([CH3:47])([C:37]([C:12]2[CH:13]=[C:14]3[C:9](=[CH:10][CH:11]=2)[O:8][CH2:7][C:6]2[N:15]3[C@H:2]([CH3:1])[C:3](=[O:25])[NH:4][N:5]=2)=[CH2:38])[CH2:34]1)=[O:32])([CH3:29])([CH3:28])[CH3:27]. The yield is 0.250. (2) The reactants are C(OC([C:6]1[C:14]2[CH2:13][CH2:12][N:11]([C:15]3[CH:20]=[CH:19][C:18]([N:21]4[CH2:26][CH2:25][CH2:24][CH2:23][C:22]4=[O:27])=[CH:17][CH:16]=3)[C:10](=[O:28])[C:9]=2[N:8]([C:29]2[CH:34]=[CH:33][C:32]([O:35][CH3:36])=[CH:31][CH:30]=2)[N:7]=1)=O)C.C[Mg+].[Br-]. The catalyst is C1COCC1. The product is [OH:35][C:32]([C:6]1[C:14]2[CH2:13][CH2:12][N:11]([C:15]3[CH:20]=[CH:19][C:18]([N:21]4[CH2:26][CH2:25][CH2:24][CH2:23][C:22]4=[O:27])=[CH:17][CH:16]=3)[C:10](=[O:28])[C:9]=2[N:8]([C:29]2[CH:34]=[CH:33][C:32]([O:35][CH3:36])=[CH:31][CH:30]=2)[N:7]=1)([CH3:33])[CH3:31]. The yield is 0.480. (3) The reactants are [O:1]1[CH2:6][CH2:5][CH:4]([CH:7]=O)[CH2:3][CH2:2]1.[NH2:9][C:10]1[CH:15]=[CH:14][C:13]([C:16]2[C:17]([NH2:32])=[N:18][C:19]([NH2:31])=[N:20][C:21]=2[CH2:22][O:23][CH2:24][C:25]2[CH:30]=[CH:29][CH:28]=[CH:27][CH:26]=2)=[CH:12][CH:11]=1.C([BH3-])#N.[Na+]. The catalyst is C(Cl)Cl. The product is [CH2:24]([O:23][CH2:22][C:21]1[N:20]=[C:19]([NH2:31])[N:18]=[C:17]([NH2:32])[C:16]=1[C:13]1[CH:12]=[CH:11][C:10]([NH:9][CH2:7][CH:4]2[CH2:3][CH2:2][O:1][CH2:6][CH2:5]2)=[CH:15][CH:14]=1)[C:25]1[CH:26]=[CH:27][CH:28]=[CH:29][CH:30]=1. The yield is 0.270.